This data is from Full USPTO retrosynthesis dataset with 1.9M reactions from patents (1976-2016). The task is: Predict the reactants needed to synthesize the given product. (1) The reactants are: [ClH:1].Cl.C(OC([N:10]1[CH2:15][C@H:14]([CH3:16])[N:13]([C:17](=[O:34])[C:18]2[CH:23]=[CH:22][C:21]([O:24][CH2:25][CH2:26][CH2:27][N:28]3[CH2:33][CH2:32][CH2:31][CH2:30][CH2:29]3)=[CH:20][CH:19]=2)[C@H:12]([CH3:35])[CH2:11]1)=O)(C)(C)C.Cl.O1CCOCC1. Given the product [ClH:1].[ClH:1].[CH3:35][C@@H:12]1[CH2:11][NH:10][CH2:15][C@H:14]([CH3:16])[N:13]1[C:17](=[O:34])[C:18]1[CH:19]=[CH:20][C:21]([O:24][CH2:25][CH2:26][CH2:27][N:28]2[CH2:33][CH2:32][CH2:31][CH2:30][CH2:29]2)=[CH:22][CH:23]=1, predict the reactants needed to synthesize it. (2) Given the product [N+:1]([C:4]1[CH:5]=[C:6]([S:10]([C:15]2[CH:23]=[CH:22][C:21]3[N:20]([CH3:24])[C:19]4[CH2:25][CH:26]5[NH:30][CH:29]([C:18]=4[C:17]=3[C:16]=2[C:31]([O:33][C:34]([CH3:37])([CH3:36])[CH3:35])=[O:32])[CH2:28][CH2:27]5)(=[O:12])=[O:11])[CH:7]=[CH:8][CH:9]=1)([O-:3])=[O:2], predict the reactants needed to synthesize it. The reactants are: [N+:1]([C:4]1[CH:5]=[C:6]([S:10]([O-:12])=[O:11])[CH:7]=[CH:8][CH:9]=1)([O-:3])=[O:2].[Na+].Br[C:15]1[CH:23]=[CH:22][C:21]2[N:20]([CH3:24])[C:19]3[CH2:25][CH:26]4[NH:30][CH:29]([C:18]=3[C:17]=2[C:16]=1[C:31]([O:33][C:34]([CH3:37])([CH3:36])[CH3:35])=[O:32])[CH2:28][CH2:27]4. (3) The reactants are: [NH:1]1[CH:5]=[CH:4][CH:3]=[C:2]1[C:6]([O:8][CH2:9][CH3:10])=[O:7].[C:11](Cl)(=[O:22])[CH2:12][CH2:13][CH2:14][CH2:15][CH2:16][CH2:17][CH2:18][CH2:19][CH:20]=[CH2:21]. Given the product [C:11]([C:5]1[NH:1][C:2]([C:6]([O:8][CH2:9][CH3:10])=[O:7])=[CH:3][CH:4]=1)(=[O:22])[CH2:12][CH2:13][CH2:14][CH2:15][CH2:16][CH2:17][CH2:18][CH2:19][CH:20]=[CH2:21], predict the reactants needed to synthesize it. (4) Given the product [F:8][C:4]1[CH:5]=[CH:6][CH:7]=[C:2]([F:1])[C:3]=1[C:9]1[CH:10]=[C:11]2[C:15](=[CH:16][CH:17]=1)[NH:14][CH:13]=[C:12]2[C:28]1[CH:33]=[C:32]([O:34][CH3:35])[N:31]=[C:30]([NH:36][C@@H:37]2[CH2:42][CH2:41][CH2:40][N:39]([C:43]([O:45][C:46]([CH3:49])([CH3:48])[CH3:47])=[O:44])[CH2:38]2)[N:29]=1, predict the reactants needed to synthesize it. The reactants are: [F:1][C:2]1[CH:7]=[CH:6][CH:5]=[C:4]([F:8])[C:3]=1[C:9]1[CH:10]=[C:11]2[C:15](=[CH:16][CH:17]=1)[N:14](S(C1C=CC(C)=CC=1)(=O)=O)[CH:13]=[C:12]2[C:28]1[CH:33]=[C:32]([O:34][CH3:35])[N:31]=[C:30]([NH:36][C@@H:37]2[CH2:42][CH2:41][CH2:40][N:39]([C:43]([O:45][C:46]([CH3:49])([CH3:48])[CH3:47])=[O:44])[CH2:38]2)[N:29]=1.[OH-].[Na+]. (5) The reactants are: C(O)(=O)C(O)=O.[CH2:7]1[C:10]2([CH2:13][NH:12][CH2:11]2)[CH2:9][O:8]1.Br[C:15]1[N:20]=[C:19]([C:21]([O:23][CH2:24][CH3:25])=[O:22])[CH:18]=[CH:17][CH:16]=1.C([O-])([O-])=O.[K+].[K+].O. Given the product [CH2:7]1[C:10]2([CH2:13][N:12]([C:15]3[N:20]=[C:19]([C:21]([O:23][CH2:24][CH3:25])=[O:22])[CH:18]=[CH:17][CH:16]=3)[CH2:11]2)[CH2:9][O:8]1, predict the reactants needed to synthesize it. (6) The reactants are: [CH3:1][N:2]1[CH2:7][C:6](=O)[NH:5][C:4]([CH3:10])([CH3:9])[C:3]1=O.CO.[ClH:14].O1CCOCC1. Given the product [ClH:14].[CH3:1][N:2]1[CH2:7][CH2:6][NH:5][C:4]([CH3:10])([CH3:9])[CH2:3]1, predict the reactants needed to synthesize it.